Dataset: Forward reaction prediction with 1.9M reactions from USPTO patents (1976-2016). Task: Predict the product of the given reaction. (1) Given the reactants [CH2:1]([N:7]([CH2:21][CH2:22][CH2:23][CH2:24][CH2:25][CH3:26])[S:8]([C:11]1[CH:20]=[CH:19][C:14]2[N:15]=[C:16]([CH3:18])[S:17][C:13]=2[CH:12]=1)(=[O:10])=[O:9])[CH2:2][CH2:3][CH2:4][CH2:5][CH3:6].[CH3:27][O:28][S:29]([C:32]1[CH:37]=[CH:36][C:35]([CH3:38])=[CH:34][CH:33]=1)(=[O:31])=[O:30].CCCCCC, predict the reaction product. The product is: [S:29]([C:32]1[CH:37]=[CH:36][C:35]([CH3:38])=[CH:34][CH:33]=1)([O-:31])(=[O:30])=[O:28].[CH2:21]([N:7]([CH2:1][CH2:2][CH2:3][CH2:4][CH2:5][CH3:6])[S:8]([C:11]1[CH:20]=[CH:19][C:14]2[N+:15]([CH3:27])=[C:16]([CH3:18])[S:17][C:13]=2[CH:12]=1)(=[O:10])=[O:9])[CH2:22][CH2:23][CH2:24][CH2:25][CH3:26]. (2) Given the reactants FC(F)(F)S(O[C:7]1[C:12]([C:13]2[CH:18]=[CH:17][N:16]=[CH:15][CH:14]=2)=[CH:11][CH:10]=[CH:9][C:8]=1[CH:19]1[O:24][CH2:23][CH2:22][CH2:21][O:20]1)(=O)=O.CC1(C)C(C)(C)OB([C:35]2[CH:52]=[CH:51][C:38]([O:39][CH2:40][C:41]3[CH:50]=[CH:49][C:48]4[C:43](=[CH:44][CH:45]=[CH:46][CH:47]=4)[N:42]=3)=[CH:37][CH:36]=2)O1.C([O-])([O-])=O.[Na+].[Na+], predict the reaction product. The product is: [O:20]1[CH2:21][CH2:22][CH2:23][O:24][CH:19]1[C:8]1[CH:9]=[CH:10][CH:11]=[C:12]([C:13]2[CH:18]=[CH:17][N:16]=[CH:15][CH:14]=2)[C:7]=1[C:35]1[CH:36]=[CH:37][C:38]([O:39][CH2:40][C:41]2[CH:50]=[CH:49][C:48]3[C:43](=[CH:44][CH:45]=[CH:46][CH:47]=3)[N:42]=2)=[CH:51][CH:52]=1. (3) Given the reactants [H-].[Na+].[Cl:3][C:4]1[CH:5]=[C:6]2[C:10](=[CH:11][CH:12]=1)[NH:9][C:8](=[O:13])[C:7]2=[O:14].[CH3:15][O:16][C:17](=[O:24])[CH:18](Br)[CH2:19][CH:20]([CH3:22])[CH3:21], predict the reaction product. The product is: [CH3:15][O:16][C:17](=[O:24])[CH:18]([N:9]1[C:10]2[C:6](=[CH:5][C:4]([Cl:3])=[CH:12][CH:11]=2)[C:7](=[O:14])[C:8]1=[O:13])[CH2:19][CH:20]([CH3:22])[CH3:21].